From a dataset of Catalyst prediction with 721,799 reactions and 888 catalyst types from USPTO. Predict which catalyst facilitates the given reaction. (1) Reactant: Cl[C:2]1[C:3]2[C:10]([I:11])=[CH:9][N:8]([C@@H:12]3[O:34][C@H:33]([CH2:35][O:36]C(=O)C4C=CC=CC=4)[C@@H:23]([O:24]C(=O)C4C=CC=CC=4)[C@@:13]3([CH3:45])[O:14]C(=O)C3C=CC=CC=3)[C:4]=2[N:5]=[CH:6][N:7]=1.[NH3:46]. Product: [NH2:46][C:2]1[C:3]2[C:10]([I:11])=[CH:9][N:8]([C@@H:12]3[O:34][C@H:33]([CH2:35][OH:36])[C@@H:23]([OH:24])[C@@:13]3([CH3:45])[OH:14])[C:4]=2[N:5]=[CH:6][N:7]=1. The catalyst class is: 12. (2) Reactant: CCOC(C)=O.[N+:7]([C:10]1[CH:25]=[CH:24][CH:23]=[CH:22][C:11]=1[O:12][CH2:13][CH2:14][O:15][CH2:16][CH2:17][O:18][CH2:19][CH2:20][OH:21])([O-])=O. Product: [NH2:7][C:10]1[CH:25]=[CH:24][CH:23]=[CH:22][C:11]=1[O:12][CH2:13][CH2:14][O:15][CH2:16][CH2:17][O:18][CH2:19][CH2:20][OH:21]. The catalyst class is: 14. (3) Reactant: [BH4-].[Na+].CO.[F:5][C:6]1[CH:15]=[CH:14][CH:13]=[C:12]2[C:7]=1[C:8](=[O:28])[C:9]([CH3:27])([CH3:26])[N:10]=[C:11]2[C:16]1[CH:17]=[N:18][C:19]2[C:24]([CH:25]=1)=[CH:23][CH:22]=[CH:21][CH:20]=2. Product: [F:5][C:6]1[CH:15]=[CH:14][CH:13]=[C:12]2[C:7]=1[CH:8]([OH:28])[C:9]([CH3:26])([CH3:27])[N:10]=[C:11]2[C:16]1[CH:17]=[N:18][C:19]2[C:24]([CH:25]=1)=[CH:23][CH:22]=[CH:21][CH:20]=2. The catalyst class is: 6. (4) Reactant: [C:1]([N:5]1[C:9]([C:10]2[CH:15]=[CH:14][C:13]([F:16])=[CH:12][CH:11]=2)=[C:8]([C:17](=[S:19])[NH2:18])[CH:7]=[N:6]1)([CH3:4])([CH3:3])[CH3:2].Cl[CH2:21][C:22](=O)[CH2:23][C:24]([O:26][CH2:27][CH3:28])=[O:25]. Product: [C:1]([N:5]1[C:9]([C:10]2[CH:15]=[CH:14][C:13]([F:16])=[CH:12][CH:11]=2)=[C:8]([C:17]2[S:19][CH:21]=[C:22]([CH2:23][C:24]([O:26][CH2:27][CH3:28])=[O:25])[N:18]=2)[CH:7]=[N:6]1)([CH3:4])([CH3:2])[CH3:3]. The catalyst class is: 8. (5) Reactant: [CH3:1][C:2](=[O:15])[O:3][CH2:4][CH:5]([CH2:10][O:11][C:12](=[O:14])[CH3:13])[O:6][C:7](=[O:9])[CH3:8]. Product: [CH3:4][C:5]([CH3:10])=[O:6].[CH3:13][C:12](=[O:14])[O:11][CH2:10][CH:5]([CH2:4][O:3][C:2](=[O:15])[CH3:1])[O:6][C:7](=[O:9])[CH3:8]. The catalyst class is: 21. (6) Reactant: [OH-].[Na+].C[O:4][C:5](=[O:28])[CH2:6][C:7]1[CH:12]=[CH:11][C:10]([C:13]2[C:18]([CH3:19])=[CH:17][C:16]([O:20][CH2:21][CH2:22][O:23]C(=O)C)=[CH:15][C:14]=2[CH3:27])=[CH:9][CH:8]=1.Cl. Product: [OH:23][CH2:22][CH2:21][O:20][C:16]1[CH:17]=[C:18]([CH3:19])[C:13]([C:10]2[CH:11]=[CH:12][C:7]([CH2:6][C:5]([OH:28])=[O:4])=[CH:8][CH:9]=2)=[C:14]([CH3:27])[CH:15]=1. The catalyst class is: 8.